From a dataset of Experimentally validated miRNA-target interactions with 360,000+ pairs, plus equal number of negative samples. Binary Classification. Given a miRNA mature sequence and a target amino acid sequence, predict their likelihood of interaction. (1) The protein sequence of the target gene is MSGVVPTAPEQPAGEMENQTKPPDPRPDAPPEYNSHFLPGPPGTAVPPPTGYPGGLPMGYYSPQQPSTFPLYQPVGGIHPVRYQPGKYPMPNQSVPITWMPGPTPMANCPPGLEYLVQLDNIHVLQHFEPLEMMTCFETNNRYDIKNNSDQMVYIVTEDTDDFTRNAYRTLRPFVLRVTDCMGREIMTMQRPFRCTCCCFCCPSARQELEVQCPPGVTIGFVAEHWNLCRAVYSIQNEKKENVMRVRGPCSTYGCGSDSVFEVKSLDGISNIGSIIRKWNGLLSAMADADHFDIHFPLDL.... Result: 0 (no interaction). The miRNA is hsa-miR-6716-5p with sequence UGGGAAUGGGGGUAAGGGCC. (2) The miRNA is hsa-miR-6812-3p with sequence CCGCUCUUCCCCUGACCCCAG. The protein sequence of the target gene is MKAIIHLTLLALLSVNTATNQGNSADAVTTTETATSGPTVAAADTTETNFPETASTTANTPSFPTATSPAPPIISTHSSSTIPTPAPPIISTHSSSTIPIPTAADSESTTNVNSLATSDIITASSPNDGLITMVPSETQSNNEMSPTTEDNQSSGPPTGTALLETSTLNSTGPSNPCQDDPCADNSLCVKLHNTSFCLCLEGYYYNSSTCKKGKVFPGKISVTVSETFDPEEKHSMAYQDLHSEITSLFKDVFGTSVYGQTVILTVSTSLSPRSEMRADDKFVNVTIVTILAETTSDNEK.... Result: 0 (no interaction). (3) The protein sequence of the target gene is MQTSSSRSVHLSEWQKNYFAITSGICTGPKADAYRAQILRIQYAWANSEISQVCATKLFKKYAEKYSAIIDSDNVESGLNNYAENILTLAGSQQTDSDKWQSGLSINNVFKMSSVQKMMQAGKKFKDSLLEPALASVVIHKEATVFDLPKFSVCGSSQESDSLPNSAHDRDRTQDFPESNRLKLLQNAQPPMVTNTARTCPTFSAPVGESATAKFHVTPLFGNVKKENHSSAKENIGLNVFLSNQSCFPAACENPQRKSFYGSGTIDALSNPILNKACSKTEDNGPKEDSSLPTFKTAKE.... The miRNA is rno-miR-210-5p with sequence AGCCACUGCCCACAGCACACUG. Result: 0 (no interaction). (4) The miRNA is mmu-miR-3572-3p with sequence UACACUUGUCCUUCUUUCCCCAG. The protein sequence of the target gene is MAARSPSSSPPPPPVRRSSRRSLRVGRGAEVHAVRSEASGLAGAAREVVADKSDLLWRGEEGSGGRRGSGRAGAAVAPVASAPAGSWWPEGLSSEEAKATRSQLLEEELSSLKEELALCQADKEFVWSLWRRLQATNPDLTQTVSLVVEREKQKSEAKDRKVLEILQVKDSKIQELEQTESVLKQELHDLVKLKTLVDEENAFLRKELCDLQKKFKDKSQEVKDAKECVQSKEEQNRLVIKNLEEENERLRTRCTDLLNDLEKLRNQEAHWRKEKHSVDTRVKVLEENLIEAKKEIESAQ.... Result: 0 (no interaction). (5) The protein sequence of the target gene is MSDHGDVSLPPQDRVRILSQLGSAVELNEDIPPRRYYRSGVEIIRMASVYSEEGNIEHAFILYNKYITLFIEKLPKHRDYKSAIIPEKKDAVKKLKSVAFPKAEELKTELLRRYTKEYEQYKERKKKEEEELARNIAIQQELEKEKQRVAQQKQKQLEQEQFHAFEEMIQRQELEKERLKIVQEFGKVDPGPCGPLLPDLEKPCVDVAPSSPFSPTQTPDCNTGMRPAKPPVVDRSLKPGALSVIENVPTIEGLRHIVVPRNLCSEFLQLASANTAKGIETCGVLCGKLMRNEFTITHVL.... Result: 1 (interaction). The miRNA is mmu-miR-190a-5p with sequence UGAUAUGUUUGAUAUAUUAGGU.